Dataset: Full USPTO retrosynthesis dataset with 1.9M reactions from patents (1976-2016). Task: Predict the reactants needed to synthesize the given product. (1) Given the product [CH3:19][N:18]1[C:14]([NH:13][C:12]([NH2:20])=[NH:11])=[CH:15][CH:16]=[N:17]1, predict the reactants needed to synthesize it. The reactants are: C(OC([NH:11]/[C:12](=[N:20]\C(=O)OCC1C=CC=CC=1)/[NH:13][C:14]1[N:18]([CH3:19])[N:17]=[CH:16][CH:15]=1)=O)C1C=CC=CC=1.[H][H]. (2) Given the product [Br:38][C:39]1[S:40][C:41]([C:19]2[CH:20]=[C:21]3[C:16](=[CH:17][CH:18]=2)[NH:15][CH:14]=[C:13]3[C:11]2[N:12]=[C:7]([N:4]3[CH2:5][CH2:6][O:1][CH2:2][CH2:3]3)[CH:8]=[CH:9][CH:10]=2)=[N:42][N:43]=1, predict the reactants needed to synthesize it. The reactants are: [O:1]1[CH2:6][CH2:5][N:4]([C:7]2[N:12]=[C:11]([C:13]3[C:21]4[C:16](=[CH:17][CH:18]=[C:19](B5OC(C)(C)C(C)(C)O5)[CH:20]=4)[N:15](C(OC(C)(C)C)=O)[CH:14]=3)[CH:10]=[CH:9][CH:8]=2)[CH2:3][CH2:2]1.[Br:38][C:39]1[S:40][C:41](Br)=[N:42][N:43]=1.C(=O)([O-])[O-].[K+].[K+]. (3) Given the product [O:33]([O:40][O:19][C:16]1[CH:15]=[CH:14][CH:13]=[CH:18][CH:17]=1)[C:32]1[CH:31]=[CH:30][CH:29]=[CH:28][CH:27]=1, predict the reactants needed to synthesize it. The reactants are: [O:19]([C:16]1[CH:17]=[CH:18][C:13](C([C:13]2[CH:18]=[CH:17][C:16]([O:19]C#N)=[CH:15][CH:14]=2)(C)C)=[CH:14][CH:15]=1)C#N.C1C2P(=O)[O:33][C:32]3[C:27](=[CH:28][CH:29]=[CH:30][CH:31]=3)C=2C=CC=1.C(C1C=CC(C(C2C=CC(CC3OC3)=CC=2)(C)C)=CC=1)C1[O:40]C1.OCCOC1C=CC(C(=O)C(O)(C)C)=CC=1. (4) Given the product [OH:9][C:3]1[CH:4]=[CH:5][C:6]([O:8][CH2:11][C:12]([O:14][CH2:15][CH3:16])=[O:13])=[CH:7][C:2]=1[CH3:1], predict the reactants needed to synthesize it. The reactants are: [CH3:1][C:2]1[CH:7]=[C:6]([OH:8])[CH:5]=[CH:4][C:3]=1[OH:9].Br[CH2:11][C:12]([O:14][CH2:15][CH3:16])=[O:13].C(=O)([O-])[O-].[K+].[K+].